From a dataset of Catalyst prediction with 721,799 reactions and 888 catalyst types from USPTO. Predict which catalyst facilitates the given reaction. (1) Reactant: [CH3:1][C:2]1[N:7]=[C:6]([C:8]2[S:12][C:11]([NH2:13])=[N:10][C:9]=2[C:14]2[CH:19]=[CH:18][CH:17]=[C:16]([CH3:20])[CH:15]=2)[CH:5]=[CH:4][N:3]=1.[C:21]1([N:27]=[C:28]=[O:29])[CH:26]=[CH:25][CH:24]=[CH:23][CH:22]=1.C(=O)([O-])O.[Na+]. Product: [CH3:1][C:2]1[N:7]=[C:6]([C:8]2[S:12][C:11]([NH:13][C:28]([NH:27][C:21]3[CH:26]=[CH:25][CH:24]=[CH:23][CH:22]=3)=[O:29])=[N:10][C:9]=2[C:14]2[CH:19]=[CH:18][CH:17]=[C:16]([CH3:20])[CH:15]=2)[CH:5]=[CH:4][N:3]=1. The catalyst class is: 80. (2) Reactant: [C:1]([O:5][C:6]([N:8]1[CH2:13][CH2:12][CH:11]([OH:14])[CH2:10][CH2:9]1)=[O:7])([CH3:4])([CH3:3])[CH3:2].[H-].[Na+].[Br:17][CH2:18][CH2:19][CH2:20][CH2:21][CH2:22]Br.O. Product: [Br:17][CH2:18][CH2:19][CH2:20][CH2:21][CH2:22][O:14][CH:11]1[CH2:12][CH2:13][N:8]([C:6]([O:5][C:1]([CH3:4])([CH3:2])[CH3:3])=[O:7])[CH2:9][CH2:10]1. The catalyst class is: 9. (3) Reactant: [OH:1][C:2]1[C:10]([C:11]([NH2:13])=[O:12])=[C:9]2[C:5]([C:6]([CH3:15])=[C:7]([CH3:14])[NH:8]2)=[C:4]([C:16]2[CH:21]=[CH:20][CH:19]=[C:18]([N:22]3[C:31](=[O:32])[C:30]4[C:25](=[CH:26][CH:27]=[CH:28][CH:29]=4)[N:24]=[CH:23]3)[C:17]=2[CH3:33])[CH:3]=1.I[CH2:35][CH3:36].C([O-])([O-])=O.[K+].[K+]. Product: [CH2:35]([O:1][C:2]1[C:10]([C:11]([NH2:13])=[O:12])=[C:9]2[C:5]([C:6]([CH3:15])=[C:7]([CH3:14])[NH:8]2)=[C:4]([C:16]2[CH:21]=[CH:20][CH:19]=[C:18]([N:22]3[C:31](=[O:32])[C:30]4[C:25](=[CH:26][CH:27]=[CH:28][CH:29]=4)[N:24]=[CH:23]3)[C:17]=2[CH3:33])[CH:3]=1)[CH3:36]. The catalyst class is: 21. (4) Product: [C:33]([O:32][C:30](=[O:31])[NH:37][CH2:38][CH2:39][NH:40][C:27]([CH:24]1[CH2:23][CH2:22][N:21]([C:16]2[CH:17]=[CH:18][C:19](=[O:20])[N:14]([CH3:13])[N:15]=2)[CH2:26][CH2:25]1)=[O:29])([CH3:36])([CH3:34])[CH3:35]. Reactant: Cl.C(N=C=NCCCN(C)C)C.[CH3:13][N:14]1[C:19](=[O:20])[CH:18]=[CH:17][C:16]([N:21]2[CH2:26][CH2:25][CH:24]([C:27]([OH:29])=O)[CH2:23][CH2:22]2)=[N:15]1.[C:30]([NH:37][CH2:38][CH2:39][NH2:40])([O:32][C:33]([CH3:36])([CH3:35])[CH3:34])=[O:31].S([O-])(O)(=O)=O.[K+]. The catalyst class is: 468. (5) Reactant: [OH:1][C:2]1[CH:7]=[CH:6][C:5]([CH2:8][CH2:9][CH2:10][C:11]2[N:12]([CH3:17])[C:13](=[O:16])[NH:14][N:15]=2)=[CH:4][CH:3]=1.[O:18]([C:25]1[CH:26]=[C:27]([CH:30]=[CH:31][CH:32]=1)[CH2:28]Cl)[C:19]1[CH:24]=[CH:23][CH:22]=[CH:21][CH:20]=1.[C:33](=[O:36])([O-])[O-].[K+].[K+]. Product: [CH3:17][N:12]1[C:11]([CH2:10][CH2:9][CH2:8][C:5]2[CH:4]=[CH:3][C:2]([O:1][CH2:28][C:27]3[CH:30]=[CH:31][CH:32]=[C:25]([O:18][C:19]4[CH:24]=[CH:23][CH:22]=[CH:21][CH:20]=4)[CH:26]=3)=[CH:7][CH:6]=2)=[N:15][N:14]([CH2:28][C:27]2[CH:26]=[CH:25][CH:32]=[C:31]([O:36][C:33]3[CH:21]=[CH:20][CH:19]=[CH:24][CH:23]=3)[CH:30]=2)[C:13]1=[O:16]. The catalyst class is: 3. (6) Reactant: [CH3:1][N:2]1[C:7]2[CH:8]=[CH:9][CH:10]=[C:11]([N+:12]([O-])=O)[C:6]=2[O:5][CH2:4][C:3]1=[O:15]. Product: [NH2:12][C:11]1[C:6]2[O:5][CH2:4][C:3](=[O:15])[N:2]([CH3:1])[C:7]=2[CH:8]=[CH:9][CH:10]=1. The catalyst class is: 29.